Dataset: Catalyst prediction with 721,799 reactions and 888 catalyst types from USPTO. Task: Predict which catalyst facilitates the given reaction. (1) The catalyst class is: 1. Product: [CH:9]1([C:12]2[CH:17]=[CH:16][N:15]=[C:14]([NH:18][C:19]3[N:20]=[C:21]([C:26]4[S:30][C:29]([C:36]5([OH:38])[CH2:35][CH2:34][CH:33]([C:39]([O:41][CH3:42])=[O:40])[C:32]([CH3:31])([CH3:43])[CH2:37]5)=[N:28][CH:27]=4)[CH:22]=[C:23]([CH3:25])[CH:24]=3)[CH:13]=2)[CH2:10][CH2:11]1. Reactant: [Li+].CC([N-]C(C)C)C.[CH:9]1([C:12]2[CH:17]=[CH:16][N:15]=[C:14]([NH:18][C:19]3[CH:24]=[C:23]([CH3:25])[CH:22]=[C:21]([C:26]4[S:30][CH:29]=[N:28][CH:27]=4)[N:20]=3)[CH:13]=2)[CH2:11][CH2:10]1.[CH3:31][C:32]1([CH3:43])[CH2:37][C:36](=[O:38])[CH2:35][CH2:34][CH:33]1[C:39]([O:41][CH3:42])=[O:40]. (2) Reactant: [CH3:1][N:2](P(N(C)C)(N(C)C)=O)[CH3:3].[C:12]([O:15][C:16]1[C:17](CC)=NC=CC=1)(=[O:14])C.C[Si]([N-][Si](C)(C)C)(C)C.[K+].[CH:34]1([O:37][C:38]2[CH:39]=[C:40]([CH:48]([C:50]3[CH:51]=[CH:52][C:53]([C:56]([O:59][CH2:60][O:61][CH2:62][CH2:63][Si:64]([CH3:67])([CH3:66])[CH3:65])([CH3:58])[CH3:57])=[N:54][CH:55]=3)Cl)[CH:41]=[CH:42][C:43]=2[O:44][CH:45]([F:47])[F:46])[CH2:36][CH2:35]1. Product: [C:12]([C:48]([C:40]1[CH:41]=[CH:42][C:43]([O:44][CH:45]([F:47])[F:46])=[C:38]([O:37][CH:34]2[CH2:36][CH2:35]2)[CH:39]=1)([C:50]1[CH:51]=[CH:52][C:53]([C:56]([O:59][CH2:60][O:61][CH2:62][CH2:63][Si:64]([CH3:67])([CH3:66])[CH3:65])([CH3:58])[CH3:57])=[N:54][CH:55]=1)[CH2:42][C:43]1[CH:1]=[N:2][CH:3]=[CH:39][CH:38]=1)([O:15][CH2:16][CH3:17])=[O:14]. The catalyst class is: 7. (3) Reactant: [C:1]1([CH3:20])[CH:6]=[CH:5][C:4]([N:7]2[C:19]3[CH:18]=[CH:17][CH:16]=[CH:15][C:14]=3[C:13]3[C:8]2=[CH:9][CH:10]=[CH:11][CH:12]=3)=[CH:3][CH:2]=1.[Br:21]N1C(=O)CCC1=O. Product: [Br:21][C:11]1[CH:10]=[CH:9][C:8]2[N:7]([C:4]3[CH:3]=[CH:2][C:1]([CH3:20])=[CH:6][CH:5]=3)[C:19]3[C:14]([C:13]=2[CH:12]=1)=[CH:15][CH:16]=[CH:17][CH:18]=3. The catalyst class is: 4.